From a dataset of Retrosynthesis with 50K atom-mapped reactions and 10 reaction types from USPTO. Predict the reactants needed to synthesize the given product. (1) Given the product CCCCCCCCCCCCCCCCNc1ccc(C(=O)OCC)cc1F, predict the reactants needed to synthesize it. The reactants are: CCCCCCCCCCCCCCCCBr.CCOC(=O)c1ccc(N)c(F)c1. (2) Given the product CC(C)(C)OC(=O)N1CCN(c2cccc(-n3ncc4cnc(-c5cnccn5)cc43)n2)CC1, predict the reactants needed to synthesize it. The reactants are: CC(C)(C)OC(=O)N1CCN(c2cccc(-n3ncc4cnc(Cl)cc43)n2)CC1.CCCC[Sn](CCCC)(CCCC)c1cnccn1. (3) Given the product CCCCSCC(=O)OCC, predict the reactants needed to synthesize it. The reactants are: CCCCS.CCOC(=O)CBr. (4) The reactants are: C1=COCCC1.COC(=O)CCCCCCC1=CCC(O)C1=O. Given the product COC(=O)CCCCCCC1=CCC(OC2CCCCO2)C1=O, predict the reactants needed to synthesize it. (5) Given the product CC(C)(C)[Si](C)(C)Oc1cccc(C2COc3cc(O[Si](C)(C)C(C)(C)C)ccc3N(C(=O)c3cccc(OCCN4CCCCC4)c3)C2)c1, predict the reactants needed to synthesize it. The reactants are: C1CCNCC1.CC(C)(C)[Si](C)(C)Oc1cccc(C2COc3cc(O[Si](C)(C)C(C)(C)C)ccc3N(C(=O)c3cccc(OCCCl)c3)C2)c1. (6) Given the product CC1(C)OCc2cc(C3CN(CCc4ccc5c(c4)O[C@H](COCc4ccc(Cl)nc4Cl)CO5)C(=O)O3)ccc2O1, predict the reactants needed to synthesize it. The reactants are: CC1(C)OCc2cc([C@@H]3CN(CCc4ccc5c(c4)O[C@H](CO)CO5)C(=O)O3)ccc2O1.ClCc1ccc(Cl)nc1Cl. (7) Given the product COc1ccc(C2=Cc3ccc(OCc4ccccc4)cc3CC2)c([N+](=O)[O-])c1, predict the reactants needed to synthesize it. The reactants are: BrC1=Cc2ccc(OCc3ccccc3)cc2CC1.COc1ccc(Br)c([N+](=O)[O-])c1. (8) Given the product COC(=O)n1nc(-c2cc(Cl)c(C)c(Cl)c2)ccc1=O, predict the reactants needed to synthesize it. The reactants are: COC(=O)Cl.Cc1c(Cl)cc(-c2ccc(=O)[nH]n2)cc1Cl. (9) Given the product O=CCCCNC(=O)N1CCN(c2ccccc2)CC1, predict the reactants needed to synthesize it. The reactants are: CCOC(CCCNC(=O)N1CCN(c2ccccc2)CC1)OCC.